Dataset: Catalyst prediction with 721,799 reactions and 888 catalyst types from USPTO. Task: Predict which catalyst facilitates the given reaction. (1) Reactant: [CH2:1]([C@H:3]1[C@@H:7]([C:8]2[N:12]3[C:13]4[CH:19]=[CH:18][NH:17][C:14]=4[N:15]=[CH:16][C:11]3=[N:10][N:9]=2)[CH2:6]/[C:5](=[CH:20]/[C:21]([O:23][CH2:24][CH3:25])=[O:22])/[CH2:4]1)[CH3:2]. Product: [CH2:1]([C@H:3]1[C@@H:7]([C:8]2[N:12]3[C:13]4[CH:19]=[CH:18][NH:17][C:14]=4[N:15]=[CH:16][C:11]3=[N:10][N:9]=2)[CH2:6][C@H:5]([CH2:20][C:21]([O:23][CH2:24][CH3:25])=[O:22])[CH2:4]1)[CH3:2]. The catalyst class is: 833. (2) Reactant: [OH:1][C:2]1[CH:10]=[C:9]2[C:5]([CH2:6][CH2:7][C:8]2=[O:11])=[CH:4][C:3]=1[C:12]1[N:13]=[N:14][C:15]([N:18]([CH3:29])[CH:19]2[CH2:24][C:23]([CH3:26])([CH3:25])[NH:22][C:21]([CH3:28])([CH3:27])[CH2:20]2)=[CH:16][CH:17]=1.[BH4-].[Na+].CO. Product: [CH3:29][N:18]([CH:19]1[CH2:24][C:23]([CH3:26])([CH3:25])[NH:22][C:21]([CH3:28])([CH3:27])[CH2:20]1)[C:15]1[N:14]=[N:13][C:12]([C:3]2[CH:4]=[C:5]3[C:9](=[CH:10][C:2]=2[OH:1])[CH:8]([OH:11])[CH2:7][CH2:6]3)=[CH:17][CH:16]=1. The catalyst class is: 15. (3) Reactant: O1CCCCC1[N:7]1[C:15]2[C:10](=[CH:11][C:12]([C:16]3[N:20]=[CH:19][N:18](C(C4C=CC=CC=4)(C4C=CC=CC=4)C4C=CC=CC=4)[N:17]=3)=[CH:13][CH:14]=2)[C:9]([C:40]2[CH:41]=[C:42]([NH:46][C:47](=[O:52])[CH2:48][CH2:49][CH2:50][CH3:51])[CH:43]=[CH:44][CH:45]=2)=[N:8]1. Product: [NH:18]1[CH:19]=[N:20][C:16]([C:12]2[CH:11]=[C:10]3[C:15](=[CH:14][CH:13]=2)[NH:7][N:8]=[C:9]3[C:40]2[CH:41]=[C:42]([NH:46][C:47](=[O:52])[CH2:48][CH2:49][CH2:50][CH3:51])[CH:43]=[CH:44][CH:45]=2)=[N:17]1. The catalyst class is: 12. (4) The catalyst class is: 20. Reactant: [F:1][C:2]1[CH:11]=[C:10]2[C:5]([C:6]([CH2:13][C:14]3[N:18]([CH3:19])[N:17]=[CH:16][N:15]=3)=[N:7][NH:8][C:9]2=[O:12])=[C:4](/[N:20]=[CH:21]/[C:22]2[CH:27]=[CH:26][C:25]([F:28])=[CH:24][CH:23]=2)[CH:3]=1.C(=O)([O-])[O-].[Cs+].[Cs+]. Product: [F:1][C:2]1[CH:3]=[C:4]2[NH:20][CH:21]([C:22]3[CH:27]=[CH:26][C:25]([F:28])=[CH:24][CH:23]=3)[CH:13]([C:14]3[N:18]([CH3:19])[N:17]=[CH:16][N:15]=3)[C:6]3=[N:7][NH:8][C:9](=[O:12])[C:10]([CH:11]=1)=[C:5]23. (5) Reactant: [NH2:1][C:2]1[C:3]([CH3:12])=[C:4]([CH:9]=[CH:10][CH:11]=1)[C:5]([O:7][CH3:8])=[O:6].[F:13][C:14]([F:20])([F:19])[CH2:15][C:16](Cl)=[O:17].O. Product: [F:13][C:14]([F:20])([F:19])[CH2:15][C:16]([NH:1][C:2]1[C:3]([CH3:12])=[C:4]([CH:9]=[CH:10][CH:11]=1)[C:5]([O:7][CH3:8])=[O:6])=[O:17]. The catalyst class is: 7. (6) Reactant: [CH3:1][O:2][C:3]1[CH:4]=[C:5]2[C:9](=[CH:10][CH:11]=1)[NH:8][CH:7]=[CH:6]2.Cl.O.[NH:14]1[CH2:19][CH2:18][C:17](=O)[CH2:16][CH2:15]1.[OH-].[K+].O. Product: [CH3:1][O:2][C:3]1[CH:4]=[C:5]2[C:9](=[CH:10][CH:11]=1)[NH:8][CH:7]=[C:6]2[C:17]1[CH2:18][CH2:19][NH:14][CH2:15][CH:16]=1. The catalyst class is: 5. (7) Reactant: C1COCC1.C[Si](C)(C)[C:8]([F:11])([F:10])[F:9].[O:14]1[CH2:19][CH2:18][CH2:17][C:16](=[O:20])[CH2:15]1.Cl. Product: [F:9][C:8]([F:11])([F:10])[C:16]1([OH:20])[CH2:17][CH2:18][CH2:19][O:14][CH2:15]1. The catalyst class is: 238.